This data is from Full USPTO retrosynthesis dataset with 1.9M reactions from patents (1976-2016). The task is: Predict the reactants needed to synthesize the given product. (1) Given the product [CH3:43][N:44]1[C:46](=[O:47])[C:28]2[C:29]([C:31]3[C:32](=[CH:33][CH2:34][C:35]4[C:39]=3[N:38]=[CH:37][CH:36]=4)[C:20]3[C:11]=2[C:7]2[CH2:8][C:9](=[O:10])[CH:21]=[CH:14][C:13]=2[N:12]=3)=[CH:45]1, predict the reactants needed to synthesize it. The reactants are: CC([O-])(C)C.[K+].[CH2:7]1[CH2:11][O:10][CH2:9][CH2:8]1.[NH:12]1[C:20]2C(=CC=CC=2)[C:14]([CH2:21]C(N)=O)=[CH:13]1.C(O[C:28](=O)[C:29]([C:31]1[CH:32]=[CH:33][CH:34]=[C:35]2[C:39]=1[N:38](C)[CH:37]=[CH:36]2)=O)C.Cl.[CH3:43][N:44]([CH:46]=[O:47])[CH3:45]. (2) Given the product [C:14](=[O:15])([O:8][C:7]1[C:2]([F:1])=[C:3]([F:12])[C:4]([F:11])=[C:5]([F:10])[C:6]=1[F:9])[O:16][CH2:17][CH2:18][CH2:19][CH2:20][Cl:21], predict the reactants needed to synthesize it. The reactants are: [F:1][C:2]1[C:7]([OH:8])=[C:6]([F:9])[C:5]([F:10])=[C:4]([F:11])[C:3]=1[F:12].Cl[C:14]([O:16][CH2:17][CH2:18][CH2:19][CH2:20][Cl:21])=[O:15]. (3) Given the product [C:1]([O:5][C:6](=[O:7])[NH:8][C@@H:9]([CH2:15][C:16]1[CH:21]=[CH:20][CH:19]=[CH:18][CH:17]=1)[CH:10]([OH:14])[C:11](=[O:12])[NH:28][CH3:25])([CH3:4])([CH3:3])[CH3:2], predict the reactants needed to synthesize it. The reactants are: [C:1]([O:5][C:6]([NH:8][CH:9]([CH2:15][C:16]1[CH:21]=[CH:20][CH:19]=[CH:18][CH:17]=1)[C@H:10]([OH:14])[C:11](O)=[O:12])=[O:7])([CH3:4])([CH3:3])[CH3:2].Cl.CN.[CH:25]([N:28](CC)C(C)C)(C)C.CN(C(ON1N=NC2C=CC=NC1=2)=[N+](C)C)C.F[P-](F)(F)(F)(F)F. (4) Given the product [Cl:1][C:2]1[CH:22]=[N:21][C:5]2[N:6]=[C:7]([N:12]3[CH2:17][CH2:16][N:15]4[CH2:18][CH2:19][CH2:20][CH:14]4[CH2:13]3)[C:8]3[N:9]([CH:23]=[N:11][N:10]=3)[C:4]=2[CH:3]=1, predict the reactants needed to synthesize it. The reactants are: [Cl:1][C:2]1[CH:22]=[N:21][C:5]2=[N:6][C:7]([N:12]3[CH2:17][CH2:16][N:15]4[CH2:18][CH2:19][CH2:20][CH:14]4[CH2:13]3)=[C:8]([NH:10][NH2:11])[N:9]=[C:4]2[CH:3]=1.[CH:23](OC)(OC)OC. (5) Given the product [CH3:20][O:19][N:18]([CH3:17])[C:13]([CH:10]1[CH2:11][CH2:12][CH:7]([C:1]2[CH:6]=[CH:5][CH:4]=[CH:3][CH:2]=2)[CH2:8][CH2:9]1)=[O:15], predict the reactants needed to synthesize it. The reactants are: [C:1]1([CH:7]2[CH2:12][CH2:11][CH:10]([C:13]([OH:15])=O)[CH2:9][CH2:8]2)[CH:6]=[CH:5][CH:4]=[CH:3][CH:2]=1.Cl.[CH3:17][NH:18][O:19][CH3:20].P(C#N)(OCC)(OCC)=O.C(N(CC)CC)C.